Dataset: Full USPTO retrosynthesis dataset with 1.9M reactions from patents (1976-2016). Task: Predict the reactants needed to synthesize the given product. (1) Given the product [F:12][C:11]([CH:4]1[CH2:5][O:6][CH2:2][O:3]1)([F:13])[CH:10]([F:14])[C:9]([F:16])([F:15])[F:8], predict the reactants needed to synthesize it. The reactants are: C[C:2]1(C)[O:6][CH2:5][CH2:4][O:3]1.[F:8][C:9]([F:16])([F:15])[C:10]([F:14])=[C:11]([F:13])[F:12]. (2) Given the product [Br:7][C:8]1[CH:13]=[C:12]([CH3:14])[C:11]([C:15]2[CH:16]=[C:17]([C:27]([NH2:29])=[O:28])[N:18]3[C:23]([S:24]([CH3:25])=[O:1])=[CH:22][C:21]([CH3:26])=[N:20][C:19]=23)=[C:10]([CH3:30])[CH:9]=1, predict the reactants needed to synthesize it. The reactants are: [OH:1]OS([O-])=O.[K+].[Br:7][C:8]1[CH:13]=[C:12]([CH3:14])[C:11]([C:15]2[CH:16]=[C:17]([C:27]([NH2:29])=[O:28])[N:18]3[C:23]([S:24][CH3:25])=[CH:22][C:21]([CH3:26])=[N:20][C:19]=23)=[C:10]([CH3:30])[CH:9]=1.